Dataset: Full USPTO retrosynthesis dataset with 1.9M reactions from patents (1976-2016). Task: Predict the reactants needed to synthesize the given product. (1) The reactants are: [CH3:1][N:2]([CH3:11])[C:3]1[CH:10]=[CH:9][C:6]([CH:7]=O)=[CH:5][CH:4]=1.[C@@H:12]1([NH2:22])[C:21]2[C:16](=[CH:17][CH:18]=[CH:19][CH:20]=2)[CH2:15][CH2:14][CH2:13]1. Given the product [CH3:1][N:2]([CH3:11])[C:3]1[CH:10]=[CH:9][C:6]([CH2:7][NH:22][C@@H:12]2[C:21]3[C:16](=[CH:17][CH:18]=[CH:19][CH:20]=3)[CH2:15][CH2:14][CH2:13]2)=[CH:5][CH:4]=1, predict the reactants needed to synthesize it. (2) Given the product [Br:36][C:37]1[CH:38]=[C:39]2[C:44](=[CH:45][CH:46]=1)[N:43]=[C:42]([NH:47][C:16](=[O:18])[CH2:15][CH2:14][C:13]([C:6]1[CH:7]=[CH:8][C:9]([O:10][CH2:11][CH3:12])=[C:4]([O:3][CH2:1][CH3:2])[CH:5]=1)=[O:21])[CH:41]=[C:40]2[C:48]1[CH:53]=[CH:52][C:51]([CH3:54])=[CH:50][CH:49]=1, predict the reactants needed to synthesize it. The reactants are: [CH2:1]([O:3][C:4]1[CH:5]=[C:6]([C:13]([O:21]C)(OC)[CH2:14][CH2:15][C:16]([O-:18])=O)[CH:7]=[CH:8][C:9]=1[O:10][CH2:11][CH3:12])[CH3:2].[K+].ClC1C=C(Cl)C=C(Cl)C=1C(Cl)=O.[Br:36][C:37]1[CH:38]=[C:39]2[C:44](=[CH:45][CH:46]=1)[N:43]=[C:42]([NH2:47])[CH:41]=[C:40]2[C:48]1[CH:53]=[CH:52][C:51]([CH3:54])=[CH:50][CH:49]=1.Cl. (3) Given the product [I:1][C:2]1[C:6]([C:7]([OH:9])=[O:8])=[CH:5][N:4]([CH:12]2[CH2:17][CH2:16][CH2:15][CH2:14][O:13]2)[N:3]=1, predict the reactants needed to synthesize it. The reactants are: [I:1][C:2]1[C:6]([C:7]([O:9]CC)=[O:8])=[CH:5][N:4]([CH:12]2[CH2:17][CH2:16][CH2:15][CH2:14][O:13]2)[N:3]=1.[Li+].[OH-].Cl. (4) Given the product [F:1][C:2]1[CH:7]=[CH:6][CH:5]=[CH:4][C:3]=1[NH:8][C:9](=[O:30])[NH:10][C:11]1[CH:16]=[CH:15][C:14]([CH2:17][C:18]([OH:20])=[O:19])=[CH:13][C:12]=1[O:28][CH3:29], predict the reactants needed to synthesize it. The reactants are: [F:1][C:2]1[CH:7]=[CH:6][CH:5]=[CH:4][C:3]=1[NH:8][C:9](=[O:30])[NH:10][C:11]1[CH:16]=[CH:15][C:14]([CH2:17][C:18]([O:20]CC2C=CC=CC=2)=[O:19])=[CH:13][C:12]=1[O:28][CH3:29].[OH-].[Na+].Cl. (5) Given the product [OH:18][CH2:19][CH2:20][O:21][C:22]1[C:29]([CH3:30])=[CH:28][C:25]([C:26]2[NH:6][C:4](=[O:5])[C:3]3[C:2](=[CH:10][C:9]([CH3:11])=[CH:8][C:7]=3[CH3:12])[N:1]=2)=[CH:24][C:23]=1[CH3:31], predict the reactants needed to synthesize it. The reactants are: [NH2:1][C:2]1[CH:10]=[C:9]([CH3:11])[CH:8]=[C:7]([CH3:12])[C:3]=1[C:4]([NH2:6])=[O:5].C([Si](C)(C)[O:18][CH2:19][CH2:20][O:21][C:22]1[C:29]([CH3:30])=[CH:28][C:25]([CH:26]=O)=[CH:24][C:23]=1[CH3:31])(C)(C)C.S([O-])(O)=O.[Na+].CCCC[N+](CCCC)(CCCC)CCCC.[F-]. (6) Given the product [CH3:28][O:29][CH2:30][CH2:31][NH:32][C:23]([C:21]1[CH:20]=[CH:19][C:16]2[N:17]([CH3:18])[C:13]([NH:12][C:10]3[S:11][C:7]4[CH:6]=[C:5]([S:2]([CH3:1])(=[O:4])=[O:3])[CH:27]=[CH:26][C:8]=4[N:9]=3)=[N:14][C:15]=2[CH:22]=1)=[O:24], predict the reactants needed to synthesize it. The reactants are: [CH3:1][S:2]([C:5]1[CH:27]=[CH:26][C:8]2[N:9]=[C:10]([NH:12][C:13]3[N:17]([CH3:18])[C:16]4[CH:19]=[CH:20][C:21]([C:23](O)=[O:24])=[CH:22][C:15]=4[N:14]=3)[S:11][C:7]=2[CH:6]=1)(=[O:4])=[O:3].[CH3:28][O:29][CH2:30][CH2:31][NH2:32].CN(C(ON1N=NC2C=CC=CC1=2)=[N+](C)C)C.F[P-](F)(F)(F)(F)F.CCN(C(C)C)C(C)C. (7) Given the product [CH:6]1([CH2:11][C@H:12]([C:27]2[CH:32]=[CH:31][C:30]([S:2]([Cl:1])(=[O:5])=[O:3])=[CH:29][CH:28]=2)[C:13](=[O:14])[NH:15][C:16]2[S:17][C:18]3[C:23]([N:24]=2)=[CH:22][CH:21]=[C:20]([O:25][CH3:26])[N:19]=3)[CH2:10][CH2:9][CH2:8][CH2:7]1, predict the reactants needed to synthesize it. The reactants are: [Cl:1][S:2]([OH:5])(=O)=[O:3].[CH:6]1([CH2:11][C@H:12]([C:27]2[CH:32]=[CH:31][CH:30]=[CH:29][CH:28]=2)[C:13]([NH:15][C:16]2[S:17][C:18]3[C:23]([N:24]=2)=[CH:22][CH:21]=[C:20]([O:25][CH3:26])[N:19]=3)=[O:14])[CH2:10][CH2:9][CH2:8][CH2:7]1. (8) Given the product [F:34][C:35]1[CH:36]=[C:37]([C@@H:42]2[CH2:46][N:45]([CH2:47][CH2:48][O:49][CH3:50])[CH2:44][C@H:43]2[NH:51][C:22]([NH:7][C:6]2[N:5]([C:8]3[CH:9]=[CH:10][CH:11]=[CH:12][CH:13]=3)[N:4]=[C:3]([C:14]3[N:15]=[CH:16][N:17]([CH3:19])[CH:18]=3)[C:2]=2[CH3:1])=[O:28])[CH:38]=[CH:39][C:40]=1[F:41], predict the reactants needed to synthesize it. The reactants are: [CH3:1][C:2]1[C:3]([C:14]2[N:15]=[CH:16][N:17]([CH3:19])[CH:18]=2)=[N:4][N:5]([C:8]2[CH:13]=[CH:12][CH:11]=[CH:10][CH:9]=2)[C:6]=1[NH2:7].[OH-].[Na+].[C:22]1([O:28]C(Cl)=O)C=CC=CC=1.Cl.Cl.[F:34][C:35]1[CH:36]=[C:37]([C@@H:42]2[CH2:46][N:45]([CH2:47][CH2:48][O:49][CH3:50])[CH2:44][C@H:43]2[NH2:51])[CH:38]=[CH:39][C:40]=1[F:41].CCN(C(C)C)C(C)C.